This data is from Reaction yield outcomes from USPTO patents with 853,638 reactions. The task is: Predict the reaction yield, written as a fraction of the theoretical maximum amount of product (1.0 means a 100% yield; for example, 0.34 means a 34% yield). (1) The reactants are Cl[C:2]1[C:7]([C:8]([NH:10][CH2:11][C:12]2[CH:17]=[CH:16][CH:15]=[C:14]([F:18])[CH:13]=2)=[O:9])=[C:6]([CH3:19])[CH:5]=[C:4]([Cl:20])[N:3]=1.Cl.[CH2:22]([NH2:24])[CH3:23].C([O-])([O-])=O.[K+].[K+]. The catalyst is CN(C=O)C. The product is [Cl:20][C:4]1[N:3]=[C:2]([NH:24][CH2:22][CH3:23])[C:7]([C:8]([NH:10][CH2:11][C:12]2[CH:17]=[CH:16][CH:15]=[C:14]([F:18])[CH:13]=2)=[O:9])=[C:6]([CH3:19])[CH:5]=1. The yield is 0.130. (2) The reactants are [CH3:1][C:2]1[O:6][C:5]([C:7]2[CH:12]=[CH:11][C:10](C3C=CC=CC=3)=[CH:9][CH:8]=2)=[N:4][C:3]=1[CH2:19][CH2:20][O:21]S(C1C=CC(C)=CC=1)(=O)=O.[CH2:32]([O:34][C:35](=[O:56])[C:36]([O:49][C:50]1[CH:55]=[CH:54][CH:53]=[CH:52][CH:51]=1)([CH3:48])[CH2:37][C:38]1[C:47]2[C:42](=[CH:43][CH:44]=[CH:45][CH:46]=2)[CH:41]=[CH:40][CH:39]=1)[CH3:33]. The catalyst is C(O)C. The product is [CH2:32]([O:34][C:35](=[O:56])[C:36]([CH3:48])([O:49][C:50]1[CH:55]=[CH:54][CH:53]=[CH:52][CH:51]=1)[CH2:37][C:38]1[C:47]2[C:42](=[CH:43][CH:44]=[CH:45][CH:46]=2)[C:41]([O:21][CH2:20][CH2:19][C:3]2[N:4]=[C:5]([C:7]3[CH:8]=[CH:9][CH:10]=[CH:11][CH:12]=3)[O:6][C:2]=2[CH3:1])=[CH:40][CH:39]=1)[CH3:33]. The yield is 0.0200. (3) The reactants are FC(F)(F)C(O)=O.C(OC([O:13][CH2:14][C@H:15]1[CH2:20][CH2:19][CH2:18][C:17](=[O:21])[N:16]1[CH2:22][C:23]#[C:24][CH2:25][O:26][CH2:27][C:28]#[N:29])C)C. The catalyst is C(Cl)Cl. The product is [OH:13][CH2:14][C@H:15]1[CH2:20][CH2:19][CH2:18][C:17](=[O:21])[N:16]1[CH2:22][C:23]#[C:24][CH2:25][O:26][CH2:27][C:28]#[N:29]. The yield is 0.530. (4) The reactants are [C:1]([NH:11][C@H:12]([C:16]([NH:18][CH:19]([C:24](=[O:27])[CH2:25][F:26])[CH2:20][C:21]([OH:23])=O)=[O:17])[CH:13]([CH3:15])[CH3:14])([O:3][CH2:4][C:5]1[CH:10]=[CH:9][CH:8]=[CH:7][CH:6]=1)=[O:2].[CH3:28][NH:29][CH3:30].CCN=C=NCCCN(C)C.C1C=CC2N(O)N=NC=2C=1. The catalyst is C1COCC1.C(OCC)(=O)C. The yield is 0.0600. The product is [CH3:28][N:29]([CH3:30])[C:21](=[O:23])[CH2:20][CH:19]([NH:18][C:16](=[O:17])[C@H:12]([CH:13]([CH3:14])[CH3:15])[NH:11][C:1]([O:3][CH2:4][C:5]1[CH:6]=[CH:7][CH:8]=[CH:9][CH:10]=1)=[O:2])[C:24](=[O:27])[CH2:25][F:26]. (5) The reactants are [CH3:1][NH2:2].[Br:3][C:4]1[CH:5]=[N:6][C:7](Cl)=[N:8][CH:9]=1. No catalyst specified. The product is [NH2:2][CH2:1][C:7]1[N:6]=[CH:5][C:4]([Br:3])=[CH:9][N:8]=1. The yield is 0.930. (6) The catalyst is O1CCCC1.O. The reactants are [CH3:1][C:2]1[C:3]([CH:13]=[O:14])=[CH:4][NH:5][C:6]=1[C:7]1[CH:12]=[CH:11][CH:10]=[CH:9][CH:8]=1.[H-].[Na+].C1OCCOCCOCCOCCOC1.Cl.[N:33]1[CH:38]=[CH:37][CH:36]=[C:35]([S:39](Cl)(=[O:41])=[O:40])[CH:34]=1. The yield is 0.530. The product is [CH3:1][C:2]1[C:3]([CH:13]=[O:14])=[CH:4][N:5]([S:39]([C:35]2[CH:34]=[N:33][CH:38]=[CH:37][CH:36]=2)(=[O:41])=[O:40])[C:6]=1[C:7]1[CH:12]=[CH:11][CH:10]=[CH:9][CH:8]=1. (7) The reactants are [F:1][CH:2]([F:32])[C:3]1[N:7]([C:8]2[N:13]=[C:12]([N:14]3[CH2:19][CH2:18][O:17][CH2:16][CH2:15]3)[N:11]=[C:10]([N:20]3[CH2:25][CH2:24][NH:23][CH2:22][CH2:21]3)[N:9]=2)[C:6]2[CH:26]=[CH:27][CH:28]=[C:29]([O:30][CH3:31])[C:5]=2[N:4]=1.C([O-])([O-])=O.[K+].[K+].[Br:39][CH2:40][S:41](Br)(=[O:43])=[O:42]. The catalyst is C(Cl)Cl.O.N. The product is [Br:39][CH2:40][S:41]([N:23]1[CH2:24][CH2:25][N:20]([C:10]2[N:11]=[C:12]([N:14]3[CH2:15][CH2:16][O:17][CH2:18][CH2:19]3)[N:13]=[C:8]([N:7]3[C:6]4[CH:26]=[CH:27][CH:28]=[C:29]([O:30][CH3:31])[C:5]=4[N:4]=[C:3]3[CH:2]([F:1])[F:32])[N:9]=2)[CH2:21][CH2:22]1)(=[O:43])=[O:42]. The yield is 0.500.